This data is from Forward reaction prediction with 1.9M reactions from USPTO patents (1976-2016). The task is: Predict the product of the given reaction. Given the reactants [Na].[OH:2][C:3]1[CH:8]=[C:7]([OH:9])[CH:6]=[CH:5][C:4]=1[C:10](=[O:12])[CH3:11].[C:13](OCC)(=O)[C:14]([O:16][CH2:17][CH3:18])=[O:15].Cl, predict the reaction product. The product is: [CH2:17]([O:16][C:14]([C:13]1[O:2][C:3]2[C:4]([C:10](=[O:12])[CH:11]=1)=[CH:5][CH:6]=[C:7]([OH:9])[CH:8]=2)=[O:15])[CH3:18].